The task is: Predict the reaction yield, written as a fraction of the theoretical maximum amount of product (1.0 means a 100% yield; for example, 0.34 means a 34% yield).. This data is from Reaction yield outcomes from USPTO patents with 853,638 reactions. (1) The reactants are ClC1C=[C:4]([CH:41]=[CH:42][C:43]=1F)[C:5]1[C:10]([C:11]2[CH:20]=[CH:19][C:18]3[C:13](=[CH:14][CH:15]=[C:16]([C:21]4[N:25]([CH:26]5[CH2:31][CH2:30][CH2:29][CH2:28][CH2:27]5)[C:24]5[CH:32]=[CH:33][C:34]([C:36]([OH:38])=[O:37])=[CH:35][C:23]=5[N:22]=4)[CH:17]=3)[N:12]=2)=[CH:9][C:8]([O:39][CH3:40])=[CH:7][CH:6]=1.COC(C1C=CC2N(C3CCCCC3)C(C3C=C4C(=CC=3)N=C(C3C=C(OC)C=CC=3Br)C=C4)=NC=2C=1)=O.[S:83]1C=CC=C1B(O)O. No catalyst specified. The product is [CH:26]1([N:25]2[C:24]3[CH:32]=[CH:33][C:34]([C:36]([OH:38])=[O:37])=[CH:35][C:23]=3[N:22]=[C:21]2[C:16]2[CH:17]=[C:18]3[C:13](=[CH:14][CH:15]=2)[N:12]=[C:11]([C:10]2[CH:9]=[C:8]([O:39][CH3:40])[CH:7]=[CH:6][C:5]=2[C:4]2[S:83][CH:43]=[CH:42][CH:41]=2)[CH:20]=[CH:19]3)[CH2:31][CH2:30][CH2:29][CH2:28][CH2:27]1. The yield is 0.270. (2) The reactants are [NH2:1][C:2]1[CH:15]=[CH:14][C:13]([Cl:16])=[CH:12][C:3]=1[C:4]([C:6]1[CH:11]=[CH:10][CH:9]=[CH:8][CH:7]=1)=O.[C:17](#[N:21])[CH2:18][C:19]#[N:20].[O-]CC.[Na+]. The catalyst is C(O)C. The product is [NH2:21][C:17]1[C:18]([C:19]#[N:20])=[C:4]([C:6]2[CH:11]=[CH:10][CH:9]=[CH:8][CH:7]=2)[C:3]2[C:2](=[CH:15][CH:14]=[C:13]([Cl:16])[CH:12]=2)[N:1]=1. The yield is 0.870. (3) The reactants are [NH2:1][C:2]1[C:7]([F:8])=[C:6]([Cl:9])[N:5]=[C:4]([C:10]([O:12][CH:13]([CH3:15])[CH3:14])=[O:11])[CH:3]=1.[Cl:16]N1C(C)(C)C(=O)N(Cl)C1=O.O. The catalyst is C(#N)C. The product is [NH2:1][C:2]1[C:7]([F:8])=[C:6]([Cl:9])[N:5]=[C:4]([C:10]([O:12][CH:13]([CH3:15])[CH3:14])=[O:11])[C:3]=1[Cl:16]. The yield is 0.920. (4) The reactants are Br[C:2]1[CH:7]=[CH:6][C:5]([C:8](=[O:19])[CH2:9][C:10]2([C:15]([O:17][CH3:18])=[O:16])[CH2:14][CH2:13][CH2:12][CH2:11]2)=[CH:4][CH:3]=1.[N+:20]([C:23]1[CH:28]=[CH:27][C:26](B(O)O)=[CH:25][CH:24]=1)([O-:22])=[O:21].C1(C)C=CC=CC=1.C(=O)([O-])[O-].[Na+].[Na+]. The catalyst is C(OCC)(=O)C.[Cl-].[Na+].O1CCOCC1. The product is [N+:20]([C:23]1[CH:28]=[CH:27][C:26]([C:2]2[CH:7]=[CH:6][C:5]([C:8](=[O:19])[CH2:9][C:10]3([C:15]([O:17][CH3:18])=[O:16])[CH2:14][CH2:13][CH2:12][CH2:11]3)=[CH:4][CH:3]=2)=[CH:25][CH:24]=1)([O-:22])=[O:21]. The yield is 0.930. (5) The yield is 0.950. The reactants are FC(F)(F)C(O)=O.C(OC(=O)[NH:14][CH2:15][CH2:16][C:17]1[CH:26]=[CH:25][C:24]2[NH:23][CH:22]([C:27]3[C:35]([Br:36])=[CH:34][C:30]4[O:31][CH2:32][O:33][C:29]=4[CH:28]=3)[CH:21]3[CH2:37][CH:38]=[CH:39][CH:20]3[C:19]=2[CH:18]=1)(C)(C)C. The product is [Br:36][C:35]1[C:27]([CH:22]2[CH:21]3[CH2:37][CH:38]=[CH:39][CH:20]3[C:19]3[CH:18]=[C:17]([CH2:16][CH2:15][NH2:14])[CH:26]=[CH:25][C:24]=3[NH:23]2)=[CH:28][C:29]2[O:33][CH2:32][O:31][C:30]=2[CH:34]=1. The catalyst is ClCCl. (6) The reactants are C([O:3][C:4]([C@@:6]1([NH:11][C:12]([C@@H:14]2[CH2:18][C@@H:17]([O:19][C:20]3[C:29]4[C:24](=[CH:25][C:26]([O:30][CH3:31])=[CH:27][CH:28]=4)[N:23]=[C:22]([C:32]4[CH:37]=[CH:36][CH:35]=[CH:34][CH:33]=4)[CH:21]=3)[CH2:16][C@H:15]2[C:38](=[O:59])[NH:39][C@H:40]([C:45](=[O:58])[NH:46][C@@H:47]([CH:52]2[CH2:57][CH2:56][CH2:55][CH2:54][CH2:53]2)[C:48](=[O:51])[NH:49][CH3:50])[C:41]([CH3:44])([CH3:43])[CH3:42])=[O:13])[CH2:8][C@H:7]1[CH:9]=[CH2:10])=[O:5])C.[Li+].[OH-].Cl. The catalyst is C1COCC1.CO.O. The product is [CH:52]1([C@H:47]([NH:46][C:45]([C@@H:40]([NH:39][C:38]([C@@H:15]2[CH2:16][C@H:17]([O:19][C:20]3[C:29]4[C:24](=[CH:25][C:26]([O:30][CH3:31])=[CH:27][CH:28]=4)[N:23]=[C:22]([C:32]4[CH:33]=[CH:34][CH:35]=[CH:36][CH:37]=4)[CH:21]=3)[CH2:18][C@H:14]2[C:12]([NH:11][C@:6]2([C:4]([OH:5])=[O:3])[CH2:8][C@H:7]2[CH:9]=[CH2:10])=[O:13])=[O:59])[C:41]([CH3:43])([CH3:42])[CH3:44])=[O:58])[C:48](=[O:51])[NH:49][CH3:50])[CH2:57][CH2:56][CH2:55][CH2:54][CH2:53]1. The yield is 0.670.